This data is from TCR-epitope binding with 47,182 pairs between 192 epitopes and 23,139 TCRs. The task is: Binary Classification. Given a T-cell receptor sequence (or CDR3 region) and an epitope sequence, predict whether binding occurs between them. The epitope is YYRRATRRIR. The TCR CDR3 sequence is CASSLELYYEQYF. Result: 0 (the TCR does not bind to the epitope).